The task is: Predict which catalyst facilitates the given reaction.. This data is from Catalyst prediction with 721,799 reactions and 888 catalyst types from USPTO. (1) Reactant: [CH3:1][N:2]([CH2:23][CH2:24][C:25]1[CH:30]=[CH:29][CH:28]=[CH:27][CH:26]=1)[C:3]1[C:4]([C:17]2[CH:22]=[CH:21][CH:20]=[CH:19][CH:18]=2)=[N:5][C:6]2[C:11]([N:12]=1)=[CH:10][C:9]([C:13]([O:15]C)=[O:14])=[CH:8][CH:7]=2.[OH-].[Na+]. Product: [CH3:1][N:2]([CH2:23][CH2:24][C:25]1[CH:30]=[CH:29][CH:28]=[CH:27][CH:26]=1)[C:3]1[C:4]([C:17]2[CH:22]=[CH:21][CH:20]=[CH:19][CH:18]=2)=[N:5][C:6]2[C:11]([N:12]=1)=[CH:10][C:9]([C:13]([OH:15])=[O:14])=[CH:8][CH:7]=2. The catalyst class is: 24. (2) Reactant: [OH:1][B:2]1[C@@H:7]([NH:8][C:9](=[O:16])[CH2:10][C:11]2[S:12][CH:13]=[CH:14][CH:15]=2)[CH2:6][CH2:5][C@@H:4]([CH2:17][C:18]([OH:20])=[O:19])[O:3]1.Cl.[CH3:22][CH2:23]OC(C)=O.CCOCC. Product: [OH:1][B:2]1[C@@H:7]([NH:8][C:9](=[O:16])[CH2:10][C:11]2[S:12][CH:13]=[CH:14][CH:15]=2)[CH2:6][CH2:5][C@@H:4]([CH2:17][C:18]([O:20][CH2:22][CH3:23])=[O:19])[O:3]1. The catalyst class is: 8. (3) Reactant: [C:1]([O:5][C:6](=[O:16])[CH2:7]/[N:8]=[CH:9]/[CH2:10][C:11]([CH3:15])([CH3:14])[CH:12]=[CH2:13])([CH3:4])([CH3:3])[CH3:2].[Cl:17][C:18]1[C:19]([F:36])=[C:20](/[CH:24]=[C:25](/[C:28]2[CH:33]=[CH:32][C:31]([Cl:34])=[CH:30][C:29]=2[F:35])\[C:26]#[N:27])[CH:21]=[CH:22][CH:23]=1.C(N(CC)CC)C. Product: [C:1]([O:5][C:6]([CH:7]1[CH:24]([C:20]2[CH:21]=[CH:22][CH:23]=[C:18]([Cl:17])[C:19]=2[F:36])[C:25]([C:28]2[CH:33]=[CH:32][C:31]([Cl:34])=[CH:30][C:29]=2[F:35])([C:26]#[N:27])[CH:9]([CH2:10][C:11]([CH3:15])([CH3:14])[CH:12]=[CH2:13])[NH:8]1)=[O:16])([CH3:4])([CH3:3])[CH3:2]. The catalyst class is: 4. (4) Reactant: [C:1]([C:3]1[CH:12]=[C:11]2[C:6]([CH2:7][CH2:8][CH:9]([C:13]([O:15][CH3:16])=[O:14])[CH2:10]2)=[CH:5][CH:4]=1)#[N:2].C(O[C:21]([CH3:24])([CH3:23])[CH3:22])(=O)C.S(=O)(=O)(O)[OH:26].O.O.O.C([O-])(=O)C.[Na+]. Product: [C:21]([NH:2][C:1]([C:3]1[CH:12]=[C:11]2[C:6]([CH2:7][CH2:8][CH:9]([C:13]([O:15][CH3:16])=[O:14])[CH2:10]2)=[CH:5][CH:4]=1)=[O:26])([CH3:24])([CH3:23])[CH3:22]. The catalyst class is: 86. (5) Reactant: [CH3:1][N:2]([CH2:18][C@H:19]1[CH2:23][CH2:22][CH2:21][N:20]1C(OC(C)(C)C)=O)[CH2:3][C:4]1[CH:9]=[CH:8][C:7]([O:10][C:11]2[CH:16]=[CH:15][C:14]([Br:17])=[CH:13][CH:12]=2)=[CH:6][CH:5]=1.Cl. Product: [Br:17][C:14]1[CH:13]=[CH:12][C:11]([O:10][C:7]2[CH:6]=[CH:5][C:4]([CH2:3][N:2]([CH3:1])[CH2:18][C@H:19]3[CH2:23][CH2:22][CH2:21][NH:20]3)=[CH:9][CH:8]=2)=[CH:16][CH:15]=1. The catalyst class is: 12. (6) Reactant: [N:1]([C:4]1[C:5]([Cl:11])=[N:6][CH:7]=[CH:8][C:9]=1[I:10])=[N+]=[N-].[C:12]1([P:18]([C:25]2[CH:30]=[CH:29][CH:28]=[CH:27][CH:26]=2)[C:19]2[CH:24]=[CH:23][CH:22]=[CH:21][CH:20]=2)[CH:17]=[CH:16][CH:15]=[CH:14][CH:13]=1.C1COCC1.[N-]=[N+]=[N-]. Product: [Cl:11][C:5]1[C:4]([N:1]=[P:18]([C:19]2[CH:20]=[CH:21][CH:22]=[CH:23][CH:24]=2)([C:25]2[CH:30]=[CH:29][CH:28]=[CH:27][CH:26]=2)[C:12]2[CH:13]=[CH:14][CH:15]=[CH:16][CH:17]=2)=[C:9]([I:10])[CH:8]=[CH:7][N:6]=1. The catalyst class is: 6.